This data is from CYP2D6 inhibition data for predicting drug metabolism from PubChem BioAssay. The task is: Regression/Classification. Given a drug SMILES string, predict its absorption, distribution, metabolism, or excretion properties. Task type varies by dataset: regression for continuous measurements (e.g., permeability, clearance, half-life) or binary classification for categorical outcomes (e.g., BBB penetration, CYP inhibition). Dataset: cyp2d6_veith. (1) The molecule is COc1ccc(Oc2ncc3ncc(=O)n(C[C@H]4CCCO4)c3n2)cc1. The result is 0 (non-inhibitor). (2) The molecule is CCNc1ncc2nc(-c3cc(F)cc(F)c3)c(=O)n(Cc3ccc(F)cc3)c2n1. The result is 0 (non-inhibitor). (3) The compound is NC1=N[C@H](c2ccc(Cl)cc2)N(c2ccc(S(=O)(=O)Nc3ncccn3)cc2)C(N)=N1. The result is 0 (non-inhibitor). (4) The molecule is CS(=O)(=O)N1CCN(c2ccc(C(=O)NC3C4CC5CC(C4)CC3C5)cc2[N+](=O)[O-])CC1. The result is 0 (non-inhibitor). (5) The molecule is COC(=O)[C@@]1(Cc2ccc(OC)cc2)[C@H]2c3cc(C(=O)N4CCCC4)n(CCN4CNCC4=O)c3C[C@H]2CN1C(=O)c1ccccc1. The result is 0 (non-inhibitor). (6) The compound is CCOC(=O)N1CCC(NC(=O)CCC(=O)N2CC(C)Oc3ccc(C)cc32)CC1. The result is 0 (non-inhibitor). (7) The compound is CN(C)c1ncc2nc(-c3cccs3)c(=O)n(CCc3ccccc3)c2n1. The result is 0 (non-inhibitor). (8) The compound is Cn1c(O)c(C(C#N)=C2N=c3ccccc3=N2)c2ccccc21. The result is 1 (inhibitor).